This data is from Forward reaction prediction with 1.9M reactions from USPTO patents (1976-2016). The task is: Predict the product of the given reaction. Given the reactants [CH2:1]([N:3]1[CH:7]=[CH:6][N:5]=[C:4]1[C:8]1[C:17]2[C:12](=[CH:13][CH:14]=[CH:15][CH:16]=2)[CH:11]=[CH:10][CH:9]=1)[CH3:2].[Li]CCCC.CCCCCC.[C:29](=O)([O:33]CC)[O:30][CH2:31][CH3:32], predict the reaction product. The product is: [CH2:31]([O:30][C:29]([C:7]1[N:3]([CH2:1][CH3:2])[C:4]([C:8]2[C:17]3[C:12](=[CH:13][CH:14]=[CH:15][CH:16]=3)[CH:11]=[CH:10][CH:9]=2)=[N:5][CH:6]=1)=[O:33])[CH3:32].